Task: Regression/Classification. Given a drug SMILES string, predict its absorption, distribution, metabolism, or excretion properties. Task type varies by dataset: regression for continuous measurements (e.g., permeability, clearance, half-life) or binary classification for categorical outcomes (e.g., BBB penetration, CYP inhibition). Dataset: cyp2c9_veith.. Dataset: CYP2C9 inhibition data for predicting drug metabolism from PubChem BioAssay The compound is O=C(/C=C/c1ccccc1)N1CCN(Cc2nc3ccccc3c(=O)[nH]2)CC1. The result is 1 (inhibitor).